This data is from Reaction yield outcomes from USPTO patents with 853,638 reactions. The task is: Predict the reaction yield, written as a fraction of the theoretical maximum amount of product (1.0 means a 100% yield; for example, 0.34 means a 34% yield). (1) The reactants are [NH2:1][C@@H:2]([CH2:33][C:34]1[CH:39]=[CH:38][CH:37]=[CH:36][CH:35]=1)[C@@H:3]([OH:32])[CH2:4][C@@H:5]([NH:19][C:20]([C@@H:22]([NH:27][C:28](=[O:31])[O:29][CH3:30])[C:23]([CH3:26])([CH3:25])[CH3:24])=[O:21])[CH2:6][C:7]1[CH:12]=[CH:11][C:10]([C:13]2[CH:18]=[CH:17][CH:16]=[CH:15][N:14]=2)=[CH:9][CH:8]=1.[CH3:40][C:41]([CH3:61])([CH3:60])[C@H:42]([N:46]1[CH2:50][CH2:49][N:48]([CH2:51][C:52]2[CH:57]=[CH:56][CH:55]=[CH:54][C:53]=2[CH3:58])[C:47]1=[O:59])[C:43](O)=[O:44].CCOP(ON1N=NC2C=CC=CC=2C1=O)(OCC)=O.C(N(CC)C(C)C)(C)C. The catalyst is C1COCC1. The product is [CH3:40][C:41]([CH3:61])([CH3:60])[C@H:42]([N:46]1[CH2:50][CH2:49][N:48]([CH2:51][C:52]2[CH:57]=[CH:56][CH:55]=[CH:54][C:53]=2[CH3:58])[C:47]1=[O:59])[C:43]([NH:1][C@@H:2]([CH2:33][C:34]1[CH:35]=[CH:36][CH:37]=[CH:38][CH:39]=1)[C@@H:3]([OH:32])[CH2:4][C@@H:5]([NH:19][C:20]([C@@H:22]([NH:27][C:28](=[O:31])[O:29][CH3:30])[C:23]([CH3:26])([CH3:25])[CH3:24])=[O:21])[CH2:6][C:7]1[CH:12]=[CH:11][C:10]([C:13]2[CH:18]=[CH:17][CH:16]=[CH:15][N:14]=2)=[CH:9][CH:8]=1)=[O:44]. The yield is 0.490. (2) The catalyst is O1CCCC1.[Pd].C1(P(C2C=CC=CC=2)C2C=CC=CC=2)C=CC=CC=1.C1(P(C2C=CC=CC=2)C2C=CC=CC=2)C=CC=CC=1.C1(P(C2C=CC=CC=2)C2C=CC=CC=2)C=CC=CC=1.C1(P(C2C=CC=CC=2)C2C=CC=CC=2)C=CC=CC=1. The reactants are [CH3:1][O:2][C:3]([C:5]1[S:9][C:8]([N:10]2[C:14]3[CH:15]=[CH:16][C:17]([C:19]([O:21]C=C)=[O:20])=[CH:18][C:13]=3[N:12]=[CH:11]2)=[CH:7][C:6]=1[O:24][CH2:25][C:26]1[CH:31]=[CH:30][CH:29]=[CH:28][C:27]=1[C:32]([F:35])([F:34])[F:33])=[O:4].N1CCOCC1.Cl.C(OCC)(=O)C. The yield is 0.980. The product is [CH3:1][O:2][C:3]([C:5]1[S:9][C:8]([N:10]2[C:14]3[CH:15]=[CH:16][C:17]([C:19]([OH:21])=[O:20])=[CH:18][C:13]=3[N:12]=[CH:11]2)=[CH:7][C:6]=1[O:24][CH2:25][C:26]1[CH:31]=[CH:30][CH:29]=[CH:28][C:27]=1[C:32]([F:35])([F:33])[F:34])=[O:4]. (3) The reactants are [CH3:1][C:2]1[C:3]([CH2:7][CH2:8][OH:9])=[N:4][O:5][CH:6]=1.CC(C)=[O:12].OS(O)(=O)=O.O=[Cr](=O)=O. The catalyst is CC(C)=O.OS([O-])=O.[Na+].CCOC(C)=O. The product is [CH3:1][C:2]1[C:3]([CH2:7][C:8]([OH:12])=[O:9])=[N:4][O:5][CH:6]=1. The yield is 0.770. (4) The reactants are Cl.[NH2:2][C@@H:3]([CH2:24][CH:25]1[CH2:30][CH2:29][CH2:28][CH2:27][CH2:26]1)[C:4]([NH:6][C@H:7]1[CH2:13][CH2:12][CH2:11][N:10]([S:14]([C:17]2[CH:22]=[CH:21][CH:20]=[CH:19][N:18]=2)(=[O:16])=[O:15])[CH2:9][C@@H:8]1[OH:23])=[O:5].[CH3:31][C:32]1[O:33][C:34]([CH3:40])=[CH:35][C:36]=1[C:37](O)=[O:38].CC(OI1(OC(C)=O)(OC(C)=O)OC(=O)C2C=CC=CC1=2)=O. No catalyst specified. The product is [CH:25]1([CH2:24][C@H:3]([NH:2][C:37]([C:36]2[CH:35]=[C:34]([CH3:40])[O:33][C:32]=2[CH3:31])=[O:38])[C:4](=[O:5])[NH:6][C@H:7]2[CH2:13][CH2:12][CH2:11][N:10]([S:14]([C:17]3[CH:22]=[CH:21][CH:20]=[CH:19][N:18]=3)(=[O:15])=[O:16])[CH2:9][C:8]2=[O:23])[CH2:30][CH2:29][CH2:28][CH2:27][CH2:26]1. The yield is 0.230. (5) The reactants are [CH3:1][N:2](C=O)C.C1(S([N:15]2[C:19]3[CH:20]=[N:21][C:22]([C:33]#[N:34])=[C:23]([O:24][CH:25]4[CH2:30][CH2:29][N:28]([CH2:31][CH3:32])[CH2:27][CH2:26]4)[C:18]=3[C:17]3[CH:35]=[C:36](Br)[CH:37]=[N:38][C:16]2=3)(=O)=O)C=CC=CC=1.C(N(CC)CC)C. The catalyst is C(=O)(O)[O-].[Na+].[C-]#N.[Zn+2].[C-]#N.[Pd].C1(P(C2C=CC=CC=2)C2C=CC=CC=2)C=CC=CC=1.C1(P(C2C=CC=CC=2)C2C=CC=CC=2)C=CC=CC=1.C1(P(C2C=CC=CC=2)C2C=CC=CC=2)C=CC=CC=1.C1(P(C2C=CC=CC=2)C2C=CC=CC=2)C=CC=CC=1. The product is [CH2:31]([N:28]1[CH2:27][CH2:26][CH:25]([O:24][C:23]2[C:18]3[C:17]4[CH:35]=[C:36]([C:1]#[N:2])[CH:37]=[N:38][C:16]=4[NH:15][C:19]=3[CH:20]=[N:21][C:22]=2[C:33]#[N:34])[CH2:30][CH2:29]1)[CH3:32]. The yield is 0.0500. (6) The reactants are [CH3:1][O:2][C:3]1[CH:4]=[CH:5][C:6]([CH:9]=O)=[CH:7][CH:8]=1.[C:11](#[N:15])[CH2:12][C:13]#[N:14].C(N(CC)CC)C.[C:23]1([N:29]2[C:33](=[O:34])[CH2:32][C:31]([C:35]3[CH:40]=[CH:39][CH:38]=[CH:37][CH:36]=3)=[N:30]2)C=CC=CC=1. The catalyst is C(O)C. The product is [NH2:14][C:13]1[O:34][C:33]2[N:29]([CH3:23])[N:30]=[C:31]([C:35]3[CH:40]=[CH:39][CH:38]=[CH:37][CH:36]=3)[C:32]=2[CH:9]([C:6]2[CH:7]=[CH:8][C:3]([O:2][CH3:1])=[CH:4][CH:5]=2)[C:12]=1[C:11]#[N:15]. The yield is 0.870. (7) The reactants are [C:1]([NH:4][C:5]1[S:20][C:8]2[CH2:9][N:10](C(OC(C)(C)C)=O)[CH2:11][CH2:12][C:7]=2[C:6]=1[C:21]1[N:22]=[N:23][NH:24][N:25]=1)(=[O:3])[CH3:2].[F:26][C:27]([F:32])([F:31])[C:28]([OH:30])=[O:29]. The catalyst is ClCCl. The product is [F:26][C:27]([F:32])([F:31])[C:28]([O-:30])=[O:29].[C:1]([NH:4][C:5]1[S:20][C:8]2[CH2:9][NH2+:10][CH2:11][CH2:12][C:7]=2[C:6]=1[C:21]1[N:22]=[N:23][NH:24][N:25]=1)(=[O:3])[CH3:2]. The yield is 0.160.